From a dataset of NCI-60 drug combinations with 297,098 pairs across 59 cell lines. Regression. Given two drug SMILES strings and cell line genomic features, predict the synergy score measuring deviation from expected non-interaction effect. (1) Drug 1: C1=CC(=CC=C1C#N)C(C2=CC=C(C=C2)C#N)N3C=NC=N3. Drug 2: C1=CN(C=N1)CC(O)(P(=O)(O)O)P(=O)(O)O. Cell line: RXF 393. Synergy scores: CSS=3.59, Synergy_ZIP=-2.85, Synergy_Bliss=-4.19, Synergy_Loewe=-2.68, Synergy_HSA=-2.80. (2) Drug 1: CCC1(CC2CC(C3=C(CCN(C2)C1)C4=CC=CC=C4N3)(C5=C(C=C6C(=C5)C78CCN9C7C(C=CC9)(C(C(C8N6C=O)(C(=O)OC)O)OC(=O)C)CC)OC)C(=O)OC)O.OS(=O)(=O)O. Drug 2: CC1=C2C(C(=O)C3(C(CC4C(C3C(C(C2(C)C)(CC1OC(=O)C(C(C5=CC=CC=C5)NC(=O)OC(C)(C)C)O)O)OC(=O)C6=CC=CC=C6)(CO4)OC(=O)C)O)C)O. Cell line: SNB-19. Synergy scores: CSS=30.4, Synergy_ZIP=-2.91, Synergy_Bliss=0.363, Synergy_Loewe=-12.9, Synergy_HSA=0.549. (3) Drug 1: CC1=C(N=C(N=C1N)C(CC(=O)N)NCC(C(=O)N)N)C(=O)NC(C(C2=CN=CN2)OC3C(C(C(C(O3)CO)O)O)OC4C(C(C(C(O4)CO)O)OC(=O)N)O)C(=O)NC(C)C(C(C)C(=O)NC(C(C)O)C(=O)NCCC5=NC(=CS5)C6=NC(=CS6)C(=O)NCCC[S+](C)C)O. Drug 2: CN1C2=C(C=C(C=C2)N(CCCl)CCCl)N=C1CCCC(=O)O.Cl. Cell line: A498. Synergy scores: CSS=14.1, Synergy_ZIP=-5.51, Synergy_Bliss=-4.40, Synergy_Loewe=-13.8, Synergy_HSA=-2.63. (4) Drug 1: CN1C(=O)N2C=NC(=C2N=N1)C(=O)N. Drug 2: CC1C(C(CC(O1)OC2CC(OC(C2O)C)OC3=CC4=CC5=C(C(=O)C(C(C5)C(C(=O)C(C(C)O)O)OC)OC6CC(C(C(O6)C)O)OC7CC(C(C(O7)C)O)OC8CC(C(C(O8)C)O)(C)O)C(=C4C(=C3C)O)O)O)O. Cell line: SF-539. Synergy scores: CSS=62.8, Synergy_ZIP=2.36, Synergy_Bliss=2.27, Synergy_Loewe=-43.3, Synergy_HSA=-0.343. (5) Synergy scores: CSS=46.3, Synergy_ZIP=-0.737, Synergy_Bliss=-1.09, Synergy_Loewe=0.932, Synergy_HSA=2.27. Drug 1: CCC1(CC2CC(C3=C(CCN(C2)C1)C4=CC=CC=C4N3)(C5=C(C=C6C(=C5)C78CCN9C7C(C=CC9)(C(C(C8N6C)(C(=O)OC)O)OC(=O)C)CC)OC)C(=O)OC)O.OS(=O)(=O)O. Drug 2: CC1C(C(CC(O1)OC2CC(CC3=C2C(=C4C(=C3O)C(=O)C5=C(C4=O)C(=CC=C5)OC)O)(C(=O)CO)O)N)O.Cl. Cell line: K-562.